This data is from Catalyst prediction with 721,799 reactions and 888 catalyst types from USPTO. The task is: Predict which catalyst facilitates the given reaction. The catalyst class is: 20. Product: [CH3:1][O:2][C:3]([C:5]1[NH:6][C:7](=[S:17])[NH:8][C:9]=1[C:10]1[CH:15]=[CH:14][C:13]([F:16])=[CH:12][CH:11]=1)=[O:4]. Reactant: [CH3:1][O:2][C:3]([C:5]1[N:6]=[C:7]([S:17](C)(=O)=O)[NH:8][C:9]=1[C:10]1[CH:15]=[CH:14][C:13]([F:16])=[CH:12][CH:11]=1)=[O:4].[Li+].[OH-].